This data is from Full USPTO retrosynthesis dataset with 1.9M reactions from patents (1976-2016). The task is: Predict the reactants needed to synthesize the given product. Given the product [C:2]1([C:8]2([C:14]([O:16][CH3:17])=[O:15])[CH2:9][CH2:10][N:11]([C:28]([O:30][CH:31]3[CH:32]4[CH2:40][CH:36]5[CH2:35][CH:34]([CH2:39][CH:38]3[CH2:37]5)[CH2:33]4)=[O:29])[CH2:12][CH2:13]2)[CH:3]=[CH:4][CH:5]=[CH:6][CH:7]=1, predict the reactants needed to synthesize it. The reactants are: Cl.[C:2]1([C:8]2([C:14]([O:16][CH3:17])=[O:15])[CH2:13][CH2:12][NH:11][CH2:10][CH2:9]2)[CH:7]=[CH:6][CH:5]=[CH:4][CH:3]=1.CCN(C(C)C)C(C)C.Cl[C:28]([O:30][CH:31]1[CH:38]2[CH2:39][CH:34]3[CH2:35][CH:36]([CH2:40][CH:32]1[CH2:33]3)[CH2:37]2)=[O:29].